From a dataset of Forward reaction prediction with 1.9M reactions from USPTO patents (1976-2016). Predict the product of the given reaction. (1) Given the reactants [N+:1]([C:4]1[CH:9]=[CH:8][C:7]([O:10][CH2:11][CH2:12][NH:13][CH3:14])=[CH:6][CH:5]=1)([O-:3])=[O:2].N1C=CC=CC=1.[F:28][C:27]([F:30])([F:29])[C:26](O[C:26](=[O:31])[C:27]([F:30])([F:29])[F:28])=[O:31].Cl, predict the reaction product. The product is: [N+:1]([C:4]1[CH:5]=[CH:6][C:7]([O:10][CH2:11][CH2:12][N:13]([CH3:14])[C:26](=[O:31])[C:27]([F:28])([F:29])[F:30])=[CH:8][CH:9]=1)([O-:3])=[O:2]. (2) Given the reactants Cl[C:2]1[C:7]([CH3:8])=[CH:6][C:5]([N+:9]([O-:11])=[O:10])=[CH:4][N:3]=1.[NH:12]1[CH2:17][CH2:16][NH:15][CH2:14][CH2:13]1, predict the reaction product. The product is: [CH3:8][C:7]1[C:2]([N:12]2[CH2:17][CH2:16][NH:15][CH2:14][CH2:13]2)=[N:3][CH:4]=[C:5]([N+:9]([O-:11])=[O:10])[CH:6]=1. (3) Given the reactants [N-:1]=[N+:2]=[N-:3].[Na+].FC(F)(F)S(O[CH2:11][C:12]1([C:18]([O:20][CH2:21][CH3:22])=[O:19])[CH2:17][CH2:16][CH2:15][CH2:14][O:13]1)(=O)=O.CN(C=O)C, predict the reaction product. The product is: [N:1]([CH2:11][C:12]1([C:18]([O:20][CH2:21][CH3:22])=[O:19])[CH2:17][CH2:16][CH2:15][CH2:14][O:13]1)=[N+:2]=[N-:3].